Dataset: Reaction yield outcomes from USPTO patents with 853,638 reactions. Task: Predict the reaction yield, written as a fraction of the theoretical maximum amount of product (1.0 means a 100% yield; for example, 0.34 means a 34% yield). (1) The reactants are [CH3:1][C:2]1[C:7]([NH2:8])=[C:6]([CH3:9])[CH:5]=[C:4]([N:10]2[CH2:15][CH2:14][O:13][CH2:12][CH2:11]2)[N:3]=1.[CH:16]1([CH2:21][C:22](Cl)=[O:23])[CH2:20][CH2:19][CH2:18][CH2:17]1. The catalyst is C(#N)C. The product is [CH:16]1([CH2:21][C:22]([NH:8][C:7]2[C:2]([CH3:1])=[N:3][C:4]([N:10]3[CH2:11][CH2:12][O:13][CH2:14][CH2:15]3)=[CH:5][C:6]=2[CH3:9])=[O:23])[CH2:20][CH2:19][CH2:18][CH2:17]1. The yield is 0.490. (2) The reactants are [CH3:1][N:2]([CH3:39])[CH2:3][CH2:4][O:5][C:6]1[CH:11]=[CH:10][C:9]([NH:12][C:13](=[O:38])/[C:14](/[C:28]2[CH:33]=[CH:32][C:31]([O:34]COC)=[CH:30][CH:29]=2)=[C:15](/[C:18]2[CH:23]=[CH:22][C:21]([O:24]COC)=[CH:20][CH:19]=2)\[CH2:16][CH3:17])=[CH:8][CH:7]=1.Cl.C([O-])(O)=O.[Na+]. The catalyst is CO.CCOC(C)=O.O. The product is [CH3:39][N:2]([CH3:1])[CH2:3][CH2:4][O:5][C:6]1[CH:7]=[CH:8][C:9]([NH:12][C:13](=[O:38])/[C:14](/[C:28]2[CH:33]=[CH:32][C:31]([OH:34])=[CH:30][CH:29]=2)=[C:15](/[C:18]2[CH:23]=[CH:22][C:21]([OH:24])=[CH:20][CH:19]=2)\[CH2:16][CH3:17])=[CH:10][CH:11]=1. The yield is 0.680. (3) The reactants are [CH3:1][N:2]1[CH2:7][CH2:6][N:5]([C:8]2[CH:13]=[CH:12][C:11]([CH:14]([CH3:18])[CH2:15][C:16]#[N:17])=[CH:10][CH:9]=2)[CH2:4][CH2:3]1.[OH2:19]. The catalyst is C(=O)(O)[O-].[Na+]. The product is [CH3:1][N:2]1[CH2:7][CH2:6][N:5]([C:8]2[CH:13]=[CH:12][C:11]([CH:14]([CH3:18])[CH2:15][C:16]([NH2:17])=[O:19])=[CH:10][CH:9]=2)[CH2:4][CH2:3]1. The yield is 0.740. (4) The reactants are [NH:1]1[C:6]2[CH:7]=[CH:8][CH:9]=[CH:10][C:5]=2[CH:4]=[CH:3][S:2]1(=[O:12])=[O:11]. The product is [NH:1]1[C:6]2[CH:7]=[CH:8][CH:9]=[CH:10][C:5]=2[CH2:4][CH2:3][S:2]1(=[O:11])=[O:12]. The yield is 0.950. The catalyst is [Pd].CO.